This data is from Forward reaction prediction with 1.9M reactions from USPTO patents (1976-2016). The task is: Predict the product of the given reaction. Given the reactants [C:1]([O:4][CH2:5][CH2:6][CH2:7][C:8]1[CH:13]=[CH:12][CH:11]=[C:10]([Br:14])[CH:9]=1)(=[O:3])[CH3:2].[Cl:15][S:16](O)(=[O:18])=[O:17], predict the reaction product. The product is: [Br:14][C:10]1[CH:11]=[CH:12][C:13]([S:16]([Cl:15])(=[O:18])=[O:17])=[C:8]([CH2:7][CH2:6][CH2:5][O:4][C:1](=[O:3])[CH3:2])[CH:9]=1.